This data is from TCR-epitope binding with 47,182 pairs between 192 epitopes and 23,139 TCRs. The task is: Binary Classification. Given a T-cell receptor sequence (or CDR3 region) and an epitope sequence, predict whether binding occurs between them. (1) The epitope is RQLLFVVEV. The TCR CDR3 sequence is CASSRNPGFQETQYF. Result: 0 (the TCR does not bind to the epitope). (2) The epitope is FLPRVFSAV. The TCR CDR3 sequence is CASSITSGVTYNEQFF. Result: 1 (the TCR binds to the epitope).